This data is from Forward reaction prediction with 1.9M reactions from USPTO patents (1976-2016). The task is: Predict the product of the given reaction. (1) Given the reactants [CH:1]1([C@H:7]([NH:12][C:13]([C:15]2[CH:19]=[C:18]([C:20]3[CH:25]=[CH:24][C:23]([O:26][CH3:27])=[CH:22][CH:21]=3)[S:17][C:16]=2[NH:28][C:29]([NH:31][C:32]2[C:37]([CH3:38])=[CH:36][C:35]([CH3:39])=[CH:34][C:33]=2[CH3:40])=[O:30])=[O:14])[C:8]([O:10]C)=[O:9])[CH2:6][CH2:5][CH2:4][CH2:3][CH2:2]1.[OH-].[Li+], predict the reaction product. The product is: [CH:1]1([C@H:7]([NH:12][C:13]([C:15]2[CH:19]=[C:18]([C:20]3[CH:21]=[CH:22][C:23]([O:26][CH3:27])=[CH:24][CH:25]=3)[S:17][C:16]=2[NH:28][C:29]([NH:31][C:32]2[C:37]([CH3:38])=[CH:36][C:35]([CH3:39])=[CH:34][C:33]=2[CH3:40])=[O:30])=[O:14])[C:8]([OH:10])=[O:9])[CH2:6][CH2:5][CH2:4][CH2:3][CH2:2]1. (2) The product is: [C@H:12]12[CH2:14][C@H:9]([NH:8][CH2:13]1)[CH2:10][N:11]2[C:15]1[N:20]2[CH:21]=[CH:22][N:23]=[C:19]2[CH:18]=[C:17]([C:24]2[CH:29]=[CH:28][N:27]=[C:26]([NH:30][CH:31]([CH3:35])[CH:32]([CH3:34])[CH3:33])[CH:25]=2)[N:16]=1. Given the reactants C(OC([N:8]1[CH2:13][CH:12]2[CH2:14][CH:9]1[CH2:10][N:11]2[C:15]1[N:20]2[CH:21]=[CH:22][N:23]=[C:19]2[CH:18]=[C:17]([C:24]2[CH:29]=[CH:28][N:27]=[C:26]([NH:30][CH:31]([CH3:35])[CH:32]([CH3:34])[CH3:33])[CH:25]=2)[N:16]=1)=O)(C)(C)C.CO.Cl, predict the reaction product. (3) The product is: [Cl:1][C:2]1[CH:7]=[CH:6][C:5]([S:8][CH2:9][C:10]([OH:12])=[O:11])=[C:4]([S:15][C:16]2[CH:21]=[CH:20][C:19]([S:22]([CH2:25][CH3:26])(=[O:24])=[O:23])=[CH:18][C:17]=2[Cl:27])[CH:3]=1. Given the reactants [Cl:1][C:2]1[CH:7]=[CH:6][C:5]([S:8][CH2:9][C:10]([O:12]CC)=[O:11])=[C:4]([S:15][C:16]2[CH:21]=[CH:20][C:19]([S:22]([CH2:25][CH3:26])(=[O:24])=[O:23])=[CH:18][C:17]=2[Cl:27])[CH:3]=1.[OH-].[Na+], predict the reaction product.